Dataset: Peptide-MHC class II binding affinity with 134,281 pairs from IEDB. Task: Regression. Given a peptide amino acid sequence and an MHC pseudo amino acid sequence, predict their binding affinity value. This is MHC class II binding data. (1) The peptide sequence is YRKILRQRKIDRLID. The MHC is HLA-DPA10103-DPB10401 with pseudo-sequence HLA-DPA10103-DPB10401. The binding affinity (normalized) is 0.104. (2) The peptide sequence is LQGPFNFRFLTEKGM. The MHC is HLA-DPA10103-DPB10201 with pseudo-sequence HLA-DPA10103-DPB10201. The binding affinity (normalized) is 0.478. (3) The peptide sequence is RVNPDEFEKKWKSDM. The MHC is DRB1_0101 with pseudo-sequence DRB1_0101. The binding affinity (normalized) is 0.218. (4) The peptide sequence is RAQLHVGAKQENWNT. The MHC is DRB1_0301 with pseudo-sequence DRB1_0301. The binding affinity (normalized) is 0.538. (5) The peptide sequence is VPRDLEVVAATPTSL. The MHC is DRB1_0901 with pseudo-sequence DRB1_0901. The binding affinity (normalized) is 0.618. (6) The peptide sequence is QDVLLFTPASTEPQS. The MHC is DRB1_0404 with pseudo-sequence DRB1_0404. The binding affinity (normalized) is 0.606.